Predict the reactants needed to synthesize the given product. From a dataset of Full USPTO retrosynthesis dataset with 1.9M reactions from patents (1976-2016). (1) Given the product [CH3:5][O:6][C:7]([N:9]1[C:17]2[C:12](=[CH:13][C:14]([C:1](=[O:3])[CH3:2])=[CH:15][CH:16]=2)[CH2:11][CH2:10]1)=[O:8], predict the reactants needed to synthesize it. The reactants are: [C:1](Cl)(=[O:3])[CH3:2].[CH3:5][O:6][C:7]([N:9]1[C:17]2[C:12](=[CH:13][CH:14]=[CH:15][CH:16]=2)[CH2:11][CH2:10]1)=[O:8].[Cl-].[Al+3].[Cl-].[Cl-]. (2) Given the product [F:18][C:3]1[CH:4]=[C:5]([C@@H:8]([NH:10][C:11](=[O:17])[O:12][C:13]([CH3:16])([CH3:15])[CH3:14])[CH3:9])[CH:6]=[CH:7][C:2]=1[CH:27]=[O:28], predict the reactants needed to synthesize it. The reactants are: Br[C:2]1[CH:7]=[CH:6][C:5]([C@@H:8]([NH:10][C:11](=[O:17])[O:12][C:13]([CH3:16])([CH3:15])[CH3:14])[CH3:9])=[CH:4][C:3]=1[F:18].[Li]CCCC.CN([CH:27]=[O:28])C.CCOC(C)=O.CCCCCCC. (3) The reactants are: Cl.[F:2][C:3]([F:39])([F:38])[C:4]1[CH:5]=[C:6]([C@H:14]([O:16][C@H:17]2[CH2:22][CH2:21][N:20]([C:23]([NH:25][CH:26]3[CH2:31][CH2:30][NH:29][CH2:28][CH2:27]3)=[O:24])[CH2:19][C@H:18]2[C:32]2[CH:37]=[CH:36][CH:35]=[CH:34][CH:33]=2)[CH3:15])[CH:7]=[C:8]([C:10]([F:13])([F:12])[F:11])[CH:9]=1.[C:40](Cl)(=[O:43])[CH2:41][CH3:42]. Given the product [F:39][C:3]([F:2])([F:38])[C:4]1[CH:5]=[C:6]([C@H:14]([O:16][C@H:17]2[CH2:22][CH2:21][N:20]([C:23]([NH:25][CH:26]3[CH2:31][CH2:30][N:29]([C:40](=[O:43])[CH2:41][CH3:42])[CH2:28][CH2:27]3)=[O:24])[CH2:19][C@H:18]2[C:32]2[CH:37]=[CH:36][CH:35]=[CH:34][CH:33]=2)[CH3:15])[CH:7]=[C:8]([C:10]([F:11])([F:12])[F:13])[CH:9]=1, predict the reactants needed to synthesize it. (4) Given the product [NH4+:22].[OH-:1].[CH3:16][O:17][C:18]1[CH:29]=[C:28]2[C:21](=[CH:20][CH:19]=1)[NH:22][CH:23]=[C:24]2[CH2:25][CH2:26][NH:27][CH2:11][C:10]1[CH:13]=[CH:14][CH:15]=[C:8]([O:1][C:2]2[CH:7]=[CH:6][CH:5]=[CH:4][CH:3]=2)[CH:9]=1, predict the reactants needed to synthesize it. The reactants are: [O:1]([C:8]1[CH:9]=[C:10]([CH:13]=[CH:14][CH:15]=1)[CH:11]=O)[C:2]1[CH:7]=[CH:6][CH:5]=[CH:4][CH:3]=1.[CH3:16][O:17][C:18]1[CH:29]=[C:28]2[C:21]([NH:22][CH:23]=[C:24]2[CH2:25][CH2:26][NH2:27])=[CH:20][CH:19]=1.[BH4-].[Na+].CCOC(C)=O. (5) Given the product [ClH:23].[NH2:22][CH2:21][C:18]1[CH:19]=[CH:20][C:15]([C:10]2[C:9]([S:6]([NH2:5])(=[O:7])=[O:8])=[CH:14][CH:13]=[CH:12][CH:11]=2)=[CH:16][CH:17]=1, predict the reactants needed to synthesize it. The reactants are: CN(C=[N:5][S:6]([C:9]1[C:10]([C:15]2[CH:20]=[CH:19][C:18]([CH2:21][NH2:22])=[CH:17][CH:16]=2)=[CH:11][CH:12]=[CH:13][CH:14]=1)(=[O:8])=[O:7])C.[ClH:23]. (6) Given the product [CH3:54][N:55]([CH3:68])[C:56]1([C:62]2[CH:67]=[CH:66][N:65]=[CH:64][CH:63]=2)[CH2:61][CH2:60][N:59]([C:50](=[O:52])[CH2:49][O:48][CH2:47][CH2:46][N:44]([CH3:45])[S:41]([C:37]2[C:36]([CH3:53])=[CH:35][C:34]([O:33][CH3:32])=[CH:39][C:38]=2[CH3:40])(=[O:42])=[O:43])[CH2:58][CH2:57]1, predict the reactants needed to synthesize it. The reactants are: C(N(C(C)C)CC)(C)C.C1C=CC2N(O)N=NC=2C=1.CCN=C=NCCCN(C)C.Cl.[CH3:32][O:33][C:34]1[CH:39]=[C:38]([CH3:40])[C:37]([S:41]([N:44]([CH2:46][CH2:47][O:48][CH2:49][C:50]([OH:52])=O)[CH3:45])(=[O:43])=[O:42])=[C:36]([CH3:53])[CH:35]=1.[CH3:54][N:55]([CH3:68])[C:56]1([C:62]2[CH:67]=[CH:66][N:65]=[CH:64][CH:63]=2)[CH2:61][CH2:60][NH:59][CH2:58][CH2:57]1.